Dataset: Full USPTO retrosynthesis dataset with 1.9M reactions from patents (1976-2016). Task: Predict the reactants needed to synthesize the given product. (1) Given the product [C:38]([O:37][C:35](=[O:36])[NH:42][CH2:43][CH2:44][C:45]([NH:1][C:2]1[CH:7]=[CH:6][CH:5]=[C:4]([C:8]2[CH:13]=[C:12]([C:14]3[CH:19]=[CH:18][C:17]([Br:20])=[CH:16][C:15]=3[O:21][CH2:22][O:23][CH3:24])[N:11]=[C:10]([NH:25][C:26]([C:28]3[S:29][CH:30]=[CH:31][CH:32]=3)=[O:27])[C:9]=2[C:33]#[N:34])[CH:3]=1)=[O:46])([CH3:41])([CH3:39])[CH3:40], predict the reactants needed to synthesize it. The reactants are: [NH2:1][C:2]1[CH:3]=[C:4]([C:8]2[CH:13]=[C:12]([C:14]3[CH:19]=[CH:18][C:17]([Br:20])=[CH:16][C:15]=3[O:21][CH2:22][O:23][CH3:24])[N:11]=[C:10]([NH:25][C:26]([C:28]3[S:29][CH:30]=[CH:31][CH:32]=3)=[O:27])[C:9]=2[C:33]#[N:34])[CH:5]=[CH:6][CH:7]=1.[C:35]([NH:42][CH2:43][CH2:44][C:45](O)=[O:46])([O:37][C:38]([CH3:41])([CH3:40])[CH3:39])=[O:36].C1C=CC2N(O)N=NC=2C=1. (2) Given the product [C:55]([O:15][CH2:14][C:13]([CH3:16])([CH3:17])[CH2:12][N:11]1[C:5]2[CH:4]=[CH:3][C:2]([Cl:1])=[CH:48][C:6]=2[C@@H:7]([C:38]2[CH:43]=[CH:42][CH:41]=[C:40]([O:44][CH3:45])[C:39]=2[O:46][CH3:47])[O:8][C@H:9]([CH2:19][C:20]([NH:22][CH2:23][CH2:24][C:25]2[CH:30]=[CH:29][C:28]([O:31][C:32]([CH3:37])([CH3:36])[C:33]([OH:35])=[O:34])=[CH:27][CH:26]=2)=[O:21])[C:10]1=[O:18])(=[O:57])[CH3:56], predict the reactants needed to synthesize it. The reactants are: [Cl:1][C:2]1[CH:3]=[CH:4][C:5]2[N:11]([CH2:12][C:13]([CH3:17])([CH3:16])[CH2:14][OH:15])[C:10](=[O:18])[C@@H:9]([CH2:19][C:20]([NH:22][CH2:23][CH2:24][C:25]3[CH:30]=[CH:29][C:28]([O:31][C:32]([CH3:37])([CH3:36])[C:33]([OH:35])=[O:34])=[CH:27][CH:26]=3)=[O:21])[O:8][C@H:7]([C:38]3[CH:43]=[CH:42][CH:41]=[C:40]([O:44][CH3:45])[C:39]=3[O:46][CH3:47])[C:6]=2[CH:48]=1.N1C=CC=CC=1.[C:55](OCC)(=[O:57])[CH3:56].C(Cl)(=O)C. (3) Given the product [C:34]([C:31]1[CH:30]=[CH:29][C:28]([O:27][C:22]2[CH:21]=[C:20]3[C:25]([CH:26]=[C:17]([C:15]([NH:14][C@@H:4]([CH2:5][C:6]4[S:7][C:8]([CH:11]([CH3:12])[CH3:13])=[CH:9][CH:10]=4)[C:3]([OH:44])=[O:2])=[O:16])[N:18]=[C:19]3[CH2:38][CH:39]3[CH2:40][CH2:41][CH2:42][CH2:43]3)=[CH:24][CH:23]=2)=[CH:33][CH:32]=1)([CH3:36])([CH3:35])[CH3:37].[CH3:1][O:2][C:3](=[O:44])[C@@H:4]([NH:14][C:15]([C:17]1[N:18]=[C:19]([CH2:38][CH:39]2[CH2:40][CH2:41][CH2:42][CH2:43]2)[C:20]2[C:25]([CH:26]=1)=[CH:24][CH:23]=[C:22]([O:27][C:28]1[CH:33]=[CH:32][C:31]([C:34]([CH3:37])([CH3:36])[CH3:35])=[CH:30][CH:29]=1)[CH:21]=2)=[O:16])[CH2:5][C:6]1[S:7][C:8]([CH:11]([CH3:13])[CH3:12])=[CH:9][CH:10]=1, predict the reactants needed to synthesize it. The reactants are: [CH3:1][O:2][C:3](=[O:44])[C@@H:4]([NH:14][C:15]([C:17]1[N:18]=[C:19]([CH2:38][CH:39]2[CH2:43][CH2:42][CH2:41][CH2:40]2)[C:20]2[C:25]([CH:26]=1)=[CH:24][CH:23]=[C:22]([O:27][C:28]1[CH:33]=[CH:32][C:31]([C:34]([CH3:37])([CH3:36])[CH3:35])=[CH:30][CH:29]=1)[CH:21]=2)=[O:16])[CH2:5][C:6]1[S:7][C:8]([C:11]([CH3:13])=[CH2:12])=[CH:9][CH:10]=1. (4) Given the product [Cl:1][C:2]1[CH:7]=[CH:6][CH:5]=[CH:4][C:3]=1[CH2:12][CH2:11][CH2:10][CH:9]=[O:13], predict the reactants needed to synthesize it. The reactants are: [Cl:1][C:2]1[CH:7]=[CH:6][CH:5]=[CH:4][C:3]=1I.[CH2:9]([OH:13])[CH2:10][CH:11]=[CH2:12].C(=O)(O)[O-].[Na+].O. (5) The reactants are: [CH3:1][CH:2]([C:4]1[S:8][C:7]([CH2:9][N:10]2[CH2:15][CH2:14][O:13][CH2:12][CH2:11]2)=[N:6][C:5]=1[C:16]([OH:18])=O)[CH3:3].CN(C(ON1N=NC2C=CC=NC1=2)=[N+](C)C)C.F[P-](F)(F)(F)(F)F.[NH:43]1[C:51]2[C:46](=[C:47]([C:52]3[CH:53]=[C:54]([NH2:61])[C:55]4[CH:56]=[N:57][NH:58][C:59]=4[CH:60]=3)[CH:48]=[CH:49][CH:50]=2)[CH:45]=[CH:44]1.CCN(C(C)C)C(C)C. Given the product [NH:43]1[C:51]2[C:46](=[C:47]([C:52]3[CH:60]=[C:59]4[C:55]([CH:56]=[N:57][NH:58]4)=[C:54]([NH:61][C:16]([C:5]4[N:6]=[C:7]([CH2:9][N:10]5[CH2:11][CH2:12][O:13][CH2:14][CH2:15]5)[S:8][C:4]=4[CH:2]([CH3:1])[CH3:3])=[O:18])[CH:53]=3)[CH:48]=[CH:49][CH:50]=2)[CH:45]=[CH:44]1, predict the reactants needed to synthesize it. (6) The reactants are: [Br:1][C:2]1[CH:7]=[CH:6][C:5]([C:8](=O)[CH2:9][C:10](=O)[C:11]([O:13][CH2:14][CH3:15])=[O:12])=[CH:4][CH:3]=1.Cl.[CH2:19]([NH:23][NH2:24])[CH:20]([CH3:22])[CH3:21]. Given the product [Br:1][C:2]1[CH:7]=[CH:6][C:5]([C:8]2[N:23]([CH2:19][CH:20]([CH3:22])[CH3:21])[N:24]=[C:10]([C:11]([O:13][CH2:14][CH3:15])=[O:12])[CH:9]=2)=[CH:4][CH:3]=1, predict the reactants needed to synthesize it. (7) Given the product [CH3:16][C:15]1[CH:14]=[C:13]([C:10]2[C:9]([CH3:19])=[N:8][N:7]([C:1]3[CH:6]=[CH:5][CH:4]=[CH:3][CH:2]=3)[C:11]=2[OH:12])[N:23]([CH2:22][C:21]([F:26])([F:25])[F:20])[N:24]=1, predict the reactants needed to synthesize it. The reactants are: [C:1]1([N:7]2[C:11](=[O:12])[CH:10]([C:13](=O)[CH2:14][C:15](=O)[CH3:16])[C:9]([CH3:19])=[N:8]2)[CH:6]=[CH:5][CH:4]=[CH:3][CH:2]=1.[F:20][C:21]([F:26])([F:25])[CH2:22][NH:23][NH2:24]. (8) Given the product [Cl:1][C:2]1[CH:7]=[C:6]([O:8][C:9]2[C:18]3[C:13](=[CH:14][C:15]([O:21][CH2:42][C:43]4[CH:48]=[CH:47][N:46]=[CH:45][CH:44]=4)=[C:16]([O:19][CH3:20])[CH:17]=3)[N:12]=[CH:11][CH:10]=2)[CH:5]=[CH:4][C:3]=1[NH:22][C:23]([NH:25][C:26]1[CH:31]=[CH:30][C:29]([F:32])=[CH:28][C:27]=1[F:33])=[O:24], predict the reactants needed to synthesize it. The reactants are: [Cl:1][C:2]1[CH:7]=[C:6]([O:8][C:9]2[C:18]3[C:13](=[CH:14][C:15]([OH:21])=[C:16]([O:19][CH3:20])[CH:17]=3)[N:12]=[CH:11][CH:10]=2)[CH:5]=[CH:4][C:3]=1[NH:22][C:23]([NH:25][C:26]1[CH:31]=[CH:30][C:29]([F:32])=[CH:28][C:27]=1[F:33])=[O:24].C(=O)([O-])[O-].[K+].[K+].Cl.Cl[CH2:42][C:43]1[CH:48]=[CH:47][N:46]=[CH:45][CH:44]=1. (9) Given the product [C:9]([C:5]1[CH:6]=[CH:7][CH:8]=[C:3]([O:2][CH3:1])[C:4]=1[NH:15][C:16](=[O:22])[O:17][C:18]([CH3:20])([CH3:19])[CH3:21])#[CH:10], predict the reactants needed to synthesize it. The reactants are: [CH3:1][O:2][C:3]1[CH:8]=[CH:7][CH:6]=[C:5]([C:9]#[C:10][Si](C)(C)C)[C:4]=1[NH:15][C:16](=[O:22])[O:17][C:18]([CH3:21])([CH3:20])[CH3:19].C([O-])([O-])=O.[K+].[K+]. (10) Given the product [CH3:33][O:32][C:4]1[CH:3]=[C:2]([CH3:34])[C:11]2[NH:10][C:9](=[O:12])[C:8]3[S:13][CH:14]=[CH:15][C:7]=3[C:6]=2[C:5]=1[C:16]1[CH:17]=[CH:18][C:19]([CH:22]([NH:24][C:25](=[O:31])[O:26][C:27]([CH3:30])([CH3:29])[CH3:28])[CH3:23])=[CH:20][CH:21]=1, predict the reactants needed to synthesize it. The reactants are: Br[C:2]1[C:11]2[NH:10][C:9](=[O:12])[C:8]3[S:13][CH:14]=[CH:15][C:7]=3[C:6]=2[C:5]([C:16]2[CH:21]=[CH:20][C:19]([CH:22]([NH:24][C:25](=[O:31])[O:26][C:27]([CH3:30])([CH3:29])[CH3:28])[CH3:23])=[CH:18][CH:17]=2)=[C:4]([O:32][CH3:33])[CH:3]=1.[CH3:34]B1OB(C)OB(C)O1.